This data is from Reaction yield outcomes from USPTO patents with 853,638 reactions. The task is: Predict the reaction yield, written as a fraction of the theoretical maximum amount of product (1.0 means a 100% yield; for example, 0.34 means a 34% yield). (1) The reactants are Br[C:2]1[C:7]2=[N:8][S:9][N:10]=[C:6]2[C:5](Br)=[CH:4][C:3]=1[F:12].[CH2:13]([C:25]1[CH:26]=[C:27]([Sn](C)(C)C)[S:28][CH:29]=1)[CH2:14][CH2:15][CH2:16][CH2:17][CH2:18][CH2:19][CH2:20][CH2:21][CH2:22][CH2:23][CH3:24]. The catalyst is C1C=CC([P]([Pd]([P](C2C=CC=CC=2)(C2C=CC=CC=2)C2C=CC=CC=2)([P](C2C=CC=CC=2)(C2C=CC=CC=2)C2C=CC=CC=2)[P](C2C=CC=CC=2)(C2C=CC=CC=2)C2C=CC=CC=2)(C2C=CC=CC=2)C2C=CC=CC=2)=CC=1.C1(C)C=CC=CC=1. The product is [CH2:13]([C:25]1[CH:26]=[C:27]([C:2]2[C:7]3=[N:8][S:9][N:10]=[C:6]3[C:5]([C:27]3[S:28][CH:29]=[C:25]([CH2:13][CH2:14][CH2:15][CH2:16][CH2:17][CH2:18][CH2:19][CH2:20][CH2:21][CH2:22][CH2:23][CH3:24])[CH:26]=3)=[CH:4][C:3]=2[F:12])[S:28][CH:29]=1)[CH2:14][CH2:15][CH2:16][CH2:17][CH2:18][CH2:19][CH2:20][CH2:21][CH2:22][CH2:23][CH3:24]. The yield is 0.470. (2) The reactants are C[O:2][C:3](=[O:22])[C:4]1[C:5](=[C:10]([O:14][CH2:15][C:16]2[S:17][C:18]([Cl:21])=[CH:19][CH:20]=2)[CH:11]=[CH:12][CH:13]=1)[C:6]([O:8]C)=[O:7]. The catalyst is [OH-].[Na+]. The product is [Cl:21][C:18]1[S:17][C:16]([CH2:15][O:14][C:10]2[CH:11]=[CH:12][CH:13]=[C:4]([C:3]([OH:22])=[O:2])[C:5]=2[C:6]([OH:8])=[O:7])=[CH:20][CH:19]=1. The yield is 0.760. (3) The reactants are Br[C:2]1[CH:7]=[CH:6][C:5]([C:8]2[N:9]([CH2:14][C@@H:15]3[CH2:19][CH2:18][N:17]([C:20]([CH:22]4[CH2:24][CH2:23]4)=[O:21])[CH2:16]3)[C:10](=[O:13])[NH:11][N:12]=2)=[C:4]([Cl:25])[CH:3]=1.[F:26][C:27]1[CH:32]=[CH:31][C:30](B(O)O)=[CH:29][CH:28]=1.C([O-])([O-])=O.[K+].[K+].C([O-])(O)=O.[Na+]. The catalyst is C1C=CC(P(C2C=CC=CC=2)[C-]2C=CC=C2)=CC=1.C1C=CC(P(C2C=CC=CC=2)[C-]2C=CC=C2)=CC=1.Cl[Pd]Cl.[Fe+2].O.O1CCOCC1. The product is [Cl:25][C:4]1[CH:3]=[C:2]([C:30]2[CH:31]=[CH:32][C:27]([F:26])=[CH:28][CH:29]=2)[CH:7]=[CH:6][C:5]=1[C:8]1[N:9]([CH2:14][C@@H:15]2[CH2:19][CH2:18][N:17]([C:20]([CH:22]3[CH2:24][CH2:23]3)=[O:21])[CH2:16]2)[C:10](=[O:13])[NH:11][N:12]=1. The yield is 0.740.